From a dataset of Full USPTO retrosynthesis dataset with 1.9M reactions from patents (1976-2016). Predict the reactants needed to synthesize the given product. (1) Given the product [CH3:15][O:16][C:17]1[CH:22]=[CH:21][C:20]([NH:23][C:2]2[CH:11]=[CH:10][C:9]3[C:8](=[O:12])[CH2:7][C:6]([CH3:14])([CH3:13])[CH2:5][C:4]=3[N:3]=2)=[CH:19][CH:18]=1, predict the reactants needed to synthesize it. The reactants are: Cl[C:2]1[CH:11]=[CH:10][C:9]2[C:8](=[O:12])[CH2:7][C:6]([CH3:14])([CH3:13])[CH2:5][C:4]=2[N:3]=1.[CH3:15][O:16][C:17]1[CH:22]=[CH:21][C:20]([NH2:23])=[CH:19][CH:18]=1.CCC([O-])(C)C.[Na+]. (2) The reactants are: [CH3:1][CH:2]([N:4]1[C:8]([C:9]2[N:10]=[C:11]3[N:21]([CH:22]=2)[CH2:20][CH2:19][O:18][C:17]2[C:12]3=[CH:13][CH:14]=[C:15]([C:23]3[NH:27][N:26]=[CH:25][CH:24]=3)[CH:16]=2)=[N:7][CH:6]=[N:5]1)[CH3:3].CS(O[CH:33]1[CH2:38][CH2:37][N:36]([C:39]([O:41][C:42]([CH3:45])([CH3:44])[CH3:43])=[O:40])[CH2:35][CH2:34]1)(=O)=O.C([O-])([O-])=O.[K+].[K+]. Given the product [C:42]([O:41][C:39]([N:36]1[CH2:37][CH2:38][CH:33]([N:27]2[C:23]([C:15]3[CH:16]=[C:17]4[C:12](=[CH:13][CH:14]=3)[C:11]3[N:21]([CH:22]=[C:9]([C:8]5[N:4]([CH:2]([CH3:1])[CH3:3])[N:5]=[CH:6][N:7]=5)[N:10]=3)[CH2:20][CH2:19][O:18]4)=[CH:24][CH:25]=[N:26]2)[CH2:34][CH2:35]1)=[O:40])([CH3:45])([CH3:43])[CH3:44], predict the reactants needed to synthesize it. (3) The reactants are: Cl[C:2]1[N:7]=[C:6]([N:8]2[CH2:13][CH2:12][O:11][CH2:10][CH2:9]2)[N:5]=[C:4]([C:14]2[CH:19]=[CH:18][C:17]([NH:20][C:21]([NH:23][CH3:24])=[O:22])=[CH:16][CH:15]=2)[N:3]=1.CC1(C)C(C)(C)OB([C:33]2[CH:39]=[CH:38][C:36]([NH2:37])=[CH:35][CH:34]=2)O1. Given the product [NH2:37][C:36]1[CH:38]=[CH:39][C:33]([C:2]2[N:7]=[C:6]([N:8]3[CH2:13][CH2:12][O:11][CH2:10][CH2:9]3)[N:5]=[C:4]([C:14]3[CH:19]=[CH:18][C:17]([NH:20][C:21]([NH:23][CH3:24])=[O:22])=[CH:16][CH:15]=3)[N:3]=2)=[CH:34][CH:35]=1, predict the reactants needed to synthesize it. (4) Given the product [CH:3]([O:6][C:7]1[CH:8]=[CH:9][C:10]([C:13]([OH:15])=[O:14])=[N:11][CH:12]=1)([CH3:5])[CH3:4], predict the reactants needed to synthesize it. The reactants are: [OH-].[Li+].[CH:3]([O:6][C:7]1[CH:8]=[CH:9][C:10]([C:13]([O:15]C)=[O:14])=[N:11][CH:12]=1)([CH3:5])[CH3:4]. (5) Given the product [Cl:26][C:5]1[CH:6]=[C:7]([C:8]([NH:10][C@H:11]([C:13]2[CH:14]=[CH:15][C:16]([C:17]([OH:19])=[O:18])=[CH:24][CH:25]=2)[CH3:12])=[O:9])[C:2]([O:39][C:36]2[CH:35]=[CH:34][C:33]([C:30]3[CH:29]=[CH:28][N:27]=[CH:32][CH:31]=3)=[CH:38][CH:37]=2)=[N:3][CH:4]=1, predict the reactants needed to synthesize it. The reactants are: Cl[C:2]1[C:7]([C:8]([NH:10][C@H:11]([C:13]2[CH:25]=[CH:24][C:16]([C:17]([O:19]C(C)(C)C)=[O:18])=[CH:15][CH:14]=2)[CH3:12])=[O:9])=[CH:6][C:5]([Cl:26])=[CH:4][N:3]=1.[N:27]1[CH:32]=[CH:31][C:30]([C:33]2[CH:38]=[CH:37][C:36]([OH:39])=[CH:35][CH:34]=2)=[CH:29][CH:28]=1. (6) Given the product [CH3:1][O:2][C:3](=[O:22])[C:4]1[CH:9]=[C:8]([O:10][C:36]2[CH:35]=[CH:34][C:33]([N+:39]([O-:41])=[O:40])=[C:32]([O:31][CH2:29][CH3:30])[CH:37]=2)[CH:7]=[CH:6][C:5]=1[NH:11][S:12]([C:15]1[CH:16]=[CH:17][C:18]([CH3:21])=[CH:19][CH:20]=1)(=[O:14])=[O:13], predict the reactants needed to synthesize it. The reactants are: [CH3:1][O:2][C:3](=[O:22])[C:4]1[CH:9]=[C:8]([OH:10])[CH:7]=[CH:6][C:5]=1[NH:11][S:12]([C:15]1[CH:20]=[CH:19][C:18]([CH3:21])=[CH:17][CH:16]=1)(=[O:14])=[O:13].C([O-])([O-])=O.[K+].[K+].[CH2:29]([O:31][C:32]1[CH:37]=[C:36](F)[CH:35]=[CH:34][C:33]=1[N+:39]([O-:41])=[O:40])[CH3:30]. (7) Given the product [Br:1][C:2]1[N:7]=[C:6]([C@@H:8]2[C@@H:9]([C:10]3[CH:11]=[CH:12][CH:13]=[CH:14][CH:15]=3)[O:19][C:18](=[O:24])[NH:17]2)[C:5]([F:25])=[CH:4][CH:3]=1, predict the reactants needed to synthesize it. The reactants are: [Br:1][C:2]1[N:7]=[C:6]([C@@H:8]([NH:17][C:18](=[O:24])[O:19]C(C)(C)C)[C@H:9](O)[C:10]2[CH:15]=[CH:14][CH:13]=[CH:12][CH:11]=2)[C:5]([F:25])=[CH:4][CH:3]=1.C(N1C=CN=C1)(N1C=CN=C1)=O. (8) Given the product [CH2:46]([O:45][C:44]([NH:43][CH:31]([C:32]1[N:33]([C:16]([O:18][C:19]([CH3:20])([CH3:21])[CH3:22])=[O:17])[CH:34]=[C:35]([CH2:37][C:38]([CH3:41])([CH3:42])[CH2:39][CH3:40])[N:36]=1)[CH2:30][C:27]1[CH:28]=[CH:29][C:24]([Br:23])=[CH:25][CH:26]=1)=[O:53])[C:47]1[CH:48]=[CH:49][CH:50]=[CH:51][CH:52]=1, predict the reactants needed to synthesize it. The reactants are: C(N(CC)CC)C.[C:16](O[C:16]([O:18][C:19]([CH3:22])([CH3:21])[CH3:20])=[O:17])([O:18][C:19]([CH3:22])([CH3:21])[CH3:20])=[O:17].[Br:23][C:24]1[CH:29]=[CH:28][C:27]([CH2:30][CH:31]([NH:43][C:44](=[O:53])[O:45][CH2:46][C:47]2[CH:52]=[CH:51][CH:50]=[CH:49][CH:48]=2)[C:32]2[NH:33][CH:34]=[C:35]([CH2:37][C:38]([CH3:42])([CH3:41])[CH2:39][CH3:40])[N:36]=2)=[CH:26][CH:25]=1. (9) Given the product [Br:1][C:2]1[CH:3]=[CH:4][C:5](=[O:8])[N:6]([CH3:11])[CH:7]=1, predict the reactants needed to synthesize it. The reactants are: [Br:1][C:2]1[CH:3]=[CH:4][C:5](=[O:8])[NH:6][CH:7]=1.CI.[C:11]([O-])([O-])=O.[K+].[K+].CCOC(C)=O. (10) Given the product [CH:1]([C:4]1[CH:24]=[CH:23][CH:22]=[CH:21][C:5]=1[O:6][C:7]1[CH:20]=[CH:19][C:10]([CH:11]=[C:12]2[S:16][C:15]([S:17][CH3:25])=[N:14][C:13]2=[O:18])=[CH:9][CH:8]=1)([CH3:3])[CH3:2], predict the reactants needed to synthesize it. The reactants are: [CH:1]([C:4]1[CH:24]=[CH:23][CH:22]=[CH:21][C:5]=1[O:6][C:7]1[CH:20]=[CH:19][C:10]([CH:11]=[C:12]2[S:16][C:15](=[S:17])[NH:14][C:13]2=[O:18])=[CH:9][CH:8]=1)([CH3:3])[CH3:2].[CH:25](N(C(C)C)CC)(C)C.O.